This data is from Catalyst prediction with 721,799 reactions and 888 catalyst types from USPTO. The task is: Predict which catalyst facilitates the given reaction. (1) Reactant: [I:1][C:2]1[CH:3]=[C:4]([CH:6]=[CH:7][C:8]=1[O:9][CH3:10])[NH2:5].[Cl:11][C:12]1[N:17]=[C:16](Cl)[C:15]([Cl:19])=[CH:14][N:13]=1.C(=O)([O-])[O-].[K+].[K+]. Product: [Cl:11][C:12]1[N:17]=[C:16]([NH:5][C:4]2[CH:6]=[CH:7][C:8]([O:9][CH3:10])=[C:2]([I:1])[CH:3]=2)[C:15]([Cl:19])=[CH:14][N:13]=1. The catalyst class is: 9. (2) The catalyst class is: 578. Product: [CH3:31][O:32][C:16]1([O:17][CH3:72])[CH2:14][CH2:12][O:21][CH2:20][C@@H:18]1[OH:19]. Reactant: P([O-])(O)(O)=O.[Na+].[OH-].[Na+].Cl.O=C[C@@H:12]([C@H:14]([C@@H:16]([C@@H:18]([CH2:20][OH:21])[OH:19])[OH:17])O)O.C1C=[N+]([C@@H]2[O:32][C@H:31](COP(OP(OC[C@H]3O[C@@H](N4C5N=CN=C(N)C=5N=C4)[C@H](OP(O)(O)=O)[C@@H]3O)(O)=O)(O)=O)[C@@H](O)[C@H]2O)C=C(C(N)=O)C=1.[Cl-].[K+].[C:72]1(C)C=CC=CC=1. (3) Reactant: F[C:2]1[CH:7]=[CH:6][C:5]([C:8](=[O:10])[CH3:9])=[C:4]([C:11]([F:14])([F:13])[F:12])[CH:3]=1.[NH:15]1[CH2:20][CH2:19][NH:18][CH2:17][CH2:16]1. Product: [N:15]1([C:2]2[CH:7]=[CH:6][C:5]([C:8](=[O:10])[CH3:9])=[C:4]([C:11]([F:14])([F:13])[F:12])[CH:3]=2)[CH2:20][CH2:19][NH:18][CH2:17][CH2:16]1. The catalyst class is: 10. (4) Reactant: [NH:1]1[CH:5]=[CH:4][N:3]=[C:2]1[C:6]1[NH:7][CH:8]=[CH:9][N:10]=1.Br[C:12]1[CH:13]=[CH:14][C:15]2[N:16]([C:25]3[CH:30]=[CH:29][CH:28]=[CH:27][CH:26]=3)[C:17]3[C:22]([C:23]=2[CH:24]=1)=[CH:21][CH:20]=[CH:19][CH:18]=3.C([O-])([O-])=O.[Cs+].[Cs+]. Product: [CH:14]1[C:15]2[N:16]([C:25]3[CH:30]=[CH:29][C:28]([N:1]4[CH:5]=[CH:4][N:3]=[C:2]4[C:6]4[N:10]([C:28]5[CH:29]=[CH:30][C:25]([N:16]6[C:15]7[CH:14]=[CH:13][CH:12]=[CH:24][C:23]=7[C:22]7[C:17]6=[CH:18][CH:19]=[CH:20][CH:21]=7)=[CH:26][CH:27]=5)[CH:9]=[CH:8][N:7]=4)=[CH:27][CH:26]=3)[C:17]3[C:22](=[CH:21][CH:20]=[CH:19][CH:18]=3)[C:23]=2[CH:24]=[CH:12][CH:13]=1. The catalyst class is: 3.